The task is: Regression. Given two drug SMILES strings and cell line genomic features, predict the synergy score measuring deviation from expected non-interaction effect.. This data is from NCI-60 drug combinations with 297,098 pairs across 59 cell lines. (1) Drug 1: CN(C)N=NC1=C(NC=N1)C(=O)N. Drug 2: CCC1(CC2CC(C3=C(CCN(C2)C1)C4=CC=CC=C4N3)(C5=C(C=C6C(=C5)C78CCN9C7C(C=CC9)(C(C(C8N6C)(C(=O)OC)O)OC(=O)C)CC)OC)C(=O)OC)O.OS(=O)(=O)O. Cell line: SW-620. Synergy scores: CSS=22.6, Synergy_ZIP=0.908, Synergy_Bliss=-2.52, Synergy_Loewe=-50.7, Synergy_HSA=-6.74. (2) Synergy scores: CSS=25.7, Synergy_ZIP=-5.81, Synergy_Bliss=0.497, Synergy_Loewe=-2.03, Synergy_HSA=0.832. Drug 2: C1=NC(=NC(=O)N1C2C(C(C(O2)CO)O)O)N. Cell line: 786-0. Drug 1: C1=CN(C(=O)N=C1N)C2C(C(C(O2)CO)O)O.Cl. (3) Drug 1: CCCS(=O)(=O)NC1=C(C(=C(C=C1)F)C(=O)C2=CNC3=C2C=C(C=N3)C4=CC=C(C=C4)Cl)F. Drug 2: C1=CC(=CC=C1CCCC(=O)O)N(CCCl)CCCl. Cell line: BT-549. Synergy scores: CSS=21.4, Synergy_ZIP=-4.17, Synergy_Bliss=1.60, Synergy_Loewe=-2.93, Synergy_HSA=-0.372. (4) Drug 1: CC1=CC2C(CCC3(C2CCC3(C(=O)C)OC(=O)C)C)C4(C1=CC(=O)CC4)C. Drug 2: C1=CC=C(C=C1)NC(=O)CCCCCCC(=O)NO. Cell line: DU-145. Synergy scores: CSS=14.6, Synergy_ZIP=-5.18, Synergy_Bliss=-3.98, Synergy_Loewe=-62.7, Synergy_HSA=-8.23. (5) Drug 1: CC1OCC2C(O1)C(C(C(O2)OC3C4COC(=O)C4C(C5=CC6=C(C=C35)OCO6)C7=CC(=C(C(=C7)OC)O)OC)O)O. Drug 2: CC1CCC2CC(C(=CC=CC=CC(CC(C(=O)C(C(C(=CC(C(=O)CC(OC(=O)C3CCCCN3C(=O)C(=O)C1(O2)O)C(C)CC4CCC(C(C4)OC)OCCO)C)C)O)OC)C)C)C)OC. Cell line: RXF 393. Synergy scores: CSS=26.6, Synergy_ZIP=-10.8, Synergy_Bliss=-3.15, Synergy_Loewe=-0.627, Synergy_HSA=1.29.